Dataset: Peptide-MHC class II binding affinity with 134,281 pairs from IEDB. Task: Regression. Given a peptide amino acid sequence and an MHC pseudo amino acid sequence, predict their binding affinity value. This is MHC class II binding data. (1) The peptide sequence is GINTIPIAINEAEYV. The MHC is HLA-DQA10501-DQB10201 with pseudo-sequence HLA-DQA10501-DQB10201. The binding affinity (normalized) is 0.563. (2) The peptide sequence is LMTSPKWVQMCSRTL. The MHC is DRB3_0101 with pseudo-sequence DRB3_0101. The binding affinity (normalized) is 0. (3) The peptide sequence is YSGAVNLDDEKIPTI. The MHC is DRB1_0101 with pseudo-sequence DRB1_0101. The binding affinity (normalized) is 0.188. (4) The peptide sequence is LNIKLNMPLYIAGNK. The MHC is HLA-DQA10501-DQB10301 with pseudo-sequence HLA-DQA10501-DQB10301. The binding affinity (normalized) is 0.241. (5) The peptide sequence is SDLLTNSVIIMAYVT. The MHC is DRB1_0301 with pseudo-sequence DRB1_0301. The binding affinity (normalized) is 0.216. (6) The peptide sequence is EHELYVAVLSNALHR. The MHC is DRB1_0404 with pseudo-sequence DRB1_0404. The binding affinity (normalized) is 0.745.